From a dataset of Forward reaction prediction with 1.9M reactions from USPTO patents (1976-2016). Predict the product of the given reaction. (1) Given the reactants [NH2:1][C:2]1[CH:3]=[CH:4][C:5]([F:12])=[C:6]([CH:11]=1)[C:7]([O:9][CH3:10])=[O:8].[C:13]1([C:19]#[C:20][C:21]2[CH:28]=[CH:27][C:24]([CH:25]=O)=[CH:23][CH:22]=2)[CH:18]=[CH:17][CH:16]=[CH:15][CH:14]=1, predict the reaction product. The product is: [F:12][C:5]1[CH:4]=[CH:3][C:2]([NH:1][CH2:25][C:24]2[CH:27]=[CH:28][C:21]([C:20]#[C:19][C:13]3[CH:18]=[CH:17][CH:16]=[CH:15][CH:14]=3)=[CH:22][CH:23]=2)=[CH:11][C:6]=1[C:7]([O:9][CH3:10])=[O:8]. (2) Given the reactants [F:1][C:2]1[CH:28]=[CH:27][C:5]([C:6]([N:8]2[CH2:21][CH2:20][C:19]3[C:18]4[CH:17]=[CH:16][CH:15]=[CH:14][C:13]=4[NH:12][C:11]=3[C:10]([C:22]([O:24][CH2:25][CH3:26])=[O:23])=[CH:9]2)=[O:7])=[CH:4][CH:3]=1.ClC1C(=O)C(C#N)=C(C#N)C(=[O:37])C=1Cl, predict the reaction product. The product is: [CH2:25]([O:24][C:22]([C:10]1[C:11]2[NH:12][C:13]3[CH:14]=[CH:15][CH:16]=[CH:17][C:18]=3[C:19]=2[C:20](=[O:37])[CH2:21][N:8]([C:6](=[O:7])[C:5]2[CH:4]=[CH:3][C:2]([F:1])=[CH:28][CH:27]=2)[CH:9]=1)=[O:23])[CH3:26]. (3) Given the reactants [CH3:1][N:2]([C@@H:9]([C:12]1[CH:17]=[C:16]([C:18]([F:21])([F:20])[F:19])[CH:15]=[C:14](B2OC(C)(C)C(C)(C)O2)[CH:13]=1)[CH:10]=[CH2:11])[S@:3]([C:5]([CH3:8])([CH3:7])[CH3:6])=[O:4].[OH-:31].[Na+].OO, predict the reaction product. The product is: [OH:31][C:14]1[CH:13]=[C:12]([C@H:9]([N:2]([CH3:1])[S@:3]([C:5]([CH3:8])([CH3:7])[CH3:6])=[O:4])[CH:10]=[CH2:11])[CH:17]=[C:16]([C:18]([F:21])([F:20])[F:19])[CH:15]=1. (4) Given the reactants [Cl:1][C:2]1[N:7]=[CH:6][C:5]([CH2:8][N:9]2[C:13]([CH3:14])=[C:12]([C:15]3[CH:20]=[CH:19][C:18]([C:21]#[N:22])=[CH:17][CH:16]=3)[C:11]([C:23]#[N:24])=[C:10]2[CH:25]2[CH2:27][CH2:26]2)=[CH:4][C:3]=1[CH2:28][OH:29].C(OCC)(=O)C.[CH3:36][S:37]([OH:40])(=[O:39])=[O:38], predict the reaction product. The product is: [CH3:36][S:37]([OH:40])(=[O:39])=[O:38].[Cl:1][C:2]1[N:7]=[CH:6][C:5]([CH2:8][N:9]2[C:13]([CH3:14])=[C:12]([C:15]3[CH:20]=[CH:19][C:18]([C:21]#[N:22])=[CH:17][CH:16]=3)[C:11]([C:23]#[N:24])=[C:10]2[CH:25]2[CH2:27][CH2:26]2)=[CH:4][C:3]=1[CH2:28][OH:29].